This data is from Forward reaction prediction with 1.9M reactions from USPTO patents (1976-2016). The task is: Predict the product of the given reaction. (1) Given the reactants [F:1][C:2]([F:11])([F:10])[C:3]1[CH:4]=[C:5]([OH:9])[CH:6]=[CH:7][CH:8]=1.N, predict the reaction product. The product is: [F:1][C:2]([F:10])([F:11])[C:3]1[CH:4]=[C:5]2[C:6]([C:5](=[O:9])[CH2:4][CH2:3][O:9]2)=[CH:7][CH:8]=1. (2) Given the reactants Br[C:2]1[CH:7]=[CH:6][CH:5]=[CH:4][C:3]=1[O:8][CH3:9].C([Li])CCC.[CH:15]([C:18]1[CH:23]=[CH:22][C:21]([C:24](=[O:28])[CH:25]([CH3:27])[CH3:26])=[CH:20][CH:19]=1)([CH3:17])[CH3:16].O, predict the reaction product. The product is: [CH:15]([C:18]1[CH:23]=[CH:22][C:21]([C:24]([C:2]2[CH:7]=[CH:6][CH:5]=[CH:4][C:3]=2[O:8][CH3:9])([OH:28])[CH:25]([CH3:27])[CH3:26])=[CH:20][CH:19]=1)([CH3:17])[CH3:16]. (3) Given the reactants [NH2:1][C:2]1[S:3][C:4]2[CH:10]=[C:9]([NH:11][C:12]([NH:14]C(=O)C3C=CC=CC=3)=[S:13])[CH:8]=[CH:7][C:5]=2[N:6]=1.[OH-].[Na+], predict the reaction product. The product is: [NH2:1][C:2]1[S:3][C:4]2[CH:10]=[C:9]([NH:11][C:12]([NH2:14])=[S:13])[CH:8]=[CH:7][C:5]=2[N:6]=1.